This data is from NCI-60 drug combinations with 297,098 pairs across 59 cell lines. The task is: Regression. Given two drug SMILES strings and cell line genomic features, predict the synergy score measuring deviation from expected non-interaction effect. (1) Drug 2: C1CCC(C(C1)N)N.C(=O)(C(=O)[O-])[O-].[Pt+4]. Cell line: HOP-92. Synergy scores: CSS=8.10, Synergy_ZIP=-4.49, Synergy_Bliss=-0.459, Synergy_Loewe=-2.15, Synergy_HSA=-0.450. Drug 1: CC1C(C(CC(O1)OC2CC(CC3=C2C(=C4C(=C3O)C(=O)C5=C(C4=O)C(=CC=C5)OC)O)(C(=O)CO)O)N)O.Cl. (2) Drug 2: C1=CC(=CC=C1C#N)C(C2=CC=C(C=C2)C#N)N3C=NC=N3. Synergy scores: CSS=32.7, Synergy_ZIP=7.38, Synergy_Bliss=7.58, Synergy_Loewe=-11.6, Synergy_HSA=6.71. Drug 1: CC1=C2C(C(=O)C3(C(CC4C(C3C(C(C2(C)C)(CC1OC(=O)C(C(C5=CC=CC=C5)NC(=O)OC(C)(C)C)O)O)OC(=O)C6=CC=CC=C6)(CO4)OC(=O)C)OC)C)OC. Cell line: MALME-3M. (3) Drug 1: CN1CCC(CC1)COC2=C(C=C3C(=C2)N=CN=C3NC4=C(C=C(C=C4)Br)F)OC. Drug 2: C1CCC(C1)C(CC#N)N2C=C(C=N2)C3=C4C=CNC4=NC=N3. Cell line: NCIH23. Synergy scores: CSS=20.5, Synergy_ZIP=5.68, Synergy_Bliss=9.76, Synergy_Loewe=7.87, Synergy_HSA=10.0. (4) Drug 1: CCC1=CC2CC(C3=C(CN(C2)C1)C4=CC=CC=C4N3)(C5=C(C=C6C(=C5)C78CCN9C7C(C=CC9)(C(C(C8N6C)(C(=O)OC)O)OC(=O)C)CC)OC)C(=O)OC.C(C(C(=O)O)O)(C(=O)O)O. Drug 2: C1CC(=O)NC(=O)C1N2C(=O)C3=CC=CC=C3C2=O. Cell line: NCIH23. Synergy scores: CSS=30.7, Synergy_ZIP=-0.695, Synergy_Bliss=2.15, Synergy_Loewe=-35.4, Synergy_HSA=2.94. (5) Drug 1: C1C(C(OC1N2C=C(C(=O)NC2=O)F)CO)O. Drug 2: CC(C)(C#N)C1=CC(=CC(=C1)CN2C=NC=N2)C(C)(C)C#N. Cell line: HCC-2998. Synergy scores: CSS=24.7, Synergy_ZIP=-3.51, Synergy_Bliss=-7.39, Synergy_Loewe=-16.4, Synergy_HSA=-6.03. (6) Drug 1: CC1CCC2CC(C(=CC=CC=CC(CC(C(=O)C(C(C(=CC(C(=O)CC(OC(=O)C3CCCCN3C(=O)C(=O)C1(O2)O)C(C)CC4CCC(C(C4)OC)O)C)C)O)OC)C)C)C)OC. Drug 2: C(CC(=O)O)C(=O)CN.Cl. Cell line: HCC-2998. Synergy scores: CSS=31.3, Synergy_ZIP=-5.35, Synergy_Bliss=-4.02, Synergy_Loewe=-22.4, Synergy_HSA=1.34. (7) Drug 1: CN1C2=C(C=C(C=C2)N(CCCl)CCCl)N=C1CCCC(=O)O.Cl. Drug 2: CCN(CC)CCCC(C)NC1=C2C=C(C=CC2=NC3=C1C=CC(=C3)Cl)OC. Cell line: K-562. Synergy scores: CSS=12.4, Synergy_ZIP=0.0916, Synergy_Bliss=-0.0701, Synergy_Loewe=-45.4, Synergy_HSA=-1.22. (8) Drug 1: C1=NC2=C(N1)C(=S)N=CN2. Drug 2: C1C(C(OC1N2C=NC(=NC2=O)N)CO)O. Synergy scores: CSS=61.8, Synergy_ZIP=-2.50, Synergy_Bliss=-2.39, Synergy_Loewe=0.230, Synergy_HSA=2.08. Cell line: OVCAR-4. (9) Drug 1: C1CCC(C1)C(CC#N)N2C=C(C=N2)C3=C4C=CNC4=NC=N3. Drug 2: CC1C(C(CC(O1)OC2CC(CC3=C2C(=C4C(=C3O)C(=O)C5=CC=CC=C5C4=O)O)(C(=O)C)O)N)O. Cell line: MOLT-4. Synergy scores: CSS=50.3, Synergy_ZIP=4.90, Synergy_Bliss=3.66, Synergy_Loewe=-17.2, Synergy_HSA=3.18. (10) Drug 1: CC=C1C(=O)NC(C(=O)OC2CC(=O)NC(C(=O)NC(CSSCCC=C2)C(=O)N1)C(C)C)C(C)C. Drug 2: CCC1(C2=C(COC1=O)C(=O)N3CC4=CC5=C(C=CC(=C5CN(C)C)O)N=C4C3=C2)O.Cl. Cell line: KM12. Synergy scores: CSS=49.5, Synergy_ZIP=4.33, Synergy_Bliss=6.25, Synergy_Loewe=-20.1, Synergy_HSA=5.72.